This data is from Forward reaction prediction with 1.9M reactions from USPTO patents (1976-2016). The task is: Predict the product of the given reaction. (1) Given the reactants [C:1]([O:4][C@@H:5]1[CH2:10][C@H:9]([C:11]2[CH:16]=[CH:15][N:14]=[CH:13][C:12]=2[N+:17]([O-])=O)[O:8][C@H:7]([CH2:20][CH3:21])[C@:6]1([OH:23])[CH3:22])(=[O:3])[CH3:2], predict the reaction product. The product is: [C:1]([O:4][C@H:5]1[CH2:10][C@@H:9]([C:11]2[CH:16]=[CH:15][N:14]=[CH:13][C:12]=2[NH2:17])[O:8][C@@H:7]([CH2:20][CH3:21])[C@@:6]1([OH:23])[CH3:22])(=[O:3])[CH3:2].[C:1]([O:4][C@@H:5]1[CH2:10][C@H:9]([C:11]2[CH:16]=[CH:15][N:14]=[CH:13][C:12]=2[NH2:17])[O:8][C@H:7]([CH2:20][CH3:21])[C@:6]1([OH:23])[CH3:22])(=[O:3])[CH3:2]. (2) Given the reactants [Br:1][C:2]1[CH:3]=[CH:4][C:5]([C:8](=O)[CH2:9][CH2:10][C:11](=O)[CH:12]([C:20]2[CH:25]=[CH:24][C:23]([S:26]([CH:29]3[CH2:31][CH2:30]3)(=[O:28])=[O:27])=[CH:22][CH:21]=2)[CH2:13][CH:14]2[CH2:19][CH2:18][O:17][CH2:16][CH2:15]2)=[N:6][CH:7]=1.C([O-])(=O)C.[NH4+:38], predict the reaction product. The product is: [Br:1][C:2]1[CH:3]=[CH:4][C:5]([C:8]2[NH:38][C:11]([CH:12]([C:20]3[CH:21]=[CH:22][C:23]([S:26]([CH:29]4[CH2:31][CH2:30]4)(=[O:27])=[O:28])=[CH:24][CH:25]=3)[CH2:13][CH:14]3[CH2:15][CH2:16][O:17][CH2:18][CH2:19]3)=[CH:10][CH:9]=2)=[N:6][CH:7]=1.